This data is from Forward reaction prediction with 1.9M reactions from USPTO patents (1976-2016). The task is: Predict the product of the given reaction. (1) Given the reactants Br[C:2]1[CH:3]=[CH:4][C:5]2[N:6]([C:8]([S:11][C:12]3[CH:13]=[C:14]4[C:19](=[CH:20][CH:21]=3)[N:18]=[CH:17][C:16]([N:22]3[CH2:27][CH2:26][N:25]([CH3:28])[CH2:24][CH2:23]3)=[CH:15]4)=[N:9][N:10]=2)[CH:7]=1.N#N.C([Sn](CCCC)(CCCC)[C:36]([O:38]CC)=[CH2:37])CCC, predict the reaction product. The product is: [CH3:28][N:25]1[CH2:26][CH2:27][N:22]([C:16]2[CH:17]=[N:18][C:19]3[C:14]([CH:15]=2)=[CH:13][C:12]([S:11][C:8]2[N:6]4[CH:7]=[C:2]([C:36](=[O:38])[CH3:37])[CH:3]=[CH:4][C:5]4=[N:10][N:9]=2)=[CH:21][CH:20]=3)[CH2:23][CH2:24]1. (2) Given the reactants [CH2:1]([N:3]1[CH2:8][CH2:7][CH2:6][CH:5]([CH2:9][CH2:10][N:11]2[C:19]([O:20][CH3:21])=[N:18][C:17]3[C:12]2=[N:13][C:14]([O:23][C@@H:24]([CH3:28])[CH2:25][CH2:26][CH3:27])=[N:15][C:16]=3[NH2:22])[CH2:4]1)[CH3:2].[CH3:29][C@H](OC1N=C2C(N=C(OC)N2CCCC2CCNCC2)=C(N)N=1)CCC.ICC, predict the reaction product. The product is: [CH2:4]([N:3]1[CH2:1][CH2:2][CH:6]([CH2:5][CH2:9][CH2:10][N:11]2[C:19]([O:20][CH3:21])=[N:18][C:17]3[C:12]2=[N:13][C:14]([O:23][C@@H:24]([CH3:28])[CH2:25][CH2:26][CH3:27])=[N:15][C:16]=3[NH2:22])[CH2:7][CH2:8]1)[CH3:29]. (3) Given the reactants [C:1]([O:4][C:5]1[CH:10]=[C:9](Br)[CH:8]=[CH:7][C:6]=1[C@@H:12]1[C@@H:15]([CH2:16][CH2:17][C@H:18]([O:26][Si:27]([C:30]([CH3:33])([CH3:32])[CH3:31])([CH3:29])[CH3:28])[C:19]2[CH:24]=[CH:23][C:22]([F:25])=[CH:21][CH:20]=2)[C:14](=[O:34])[N:13]1[C:35]1[CH:40]=[CH:39][CH:38]=[CH:37][CH:36]=1)(=[O:3])[CH3:2].[OH:41][C:42]1[CH:43]=[C:44](B(O)O)[CH:45]=[CH:46][CH:47]=1.C(=O)([O-])[O-].[K+].[K+], predict the reaction product. The product is: [C:1]([O:4][C:5]1[CH:10]=[C:9]([C:46]2[CH:45]=[CH:44][CH:43]=[C:42]([OH:41])[CH:47]=2)[CH:8]=[CH:7][C:6]=1[C@@H:12]1[C@@H:15]([CH2:16][CH2:17][C@H:18]([O:26][Si:27]([C:30]([CH3:33])([CH3:32])[CH3:31])([CH3:29])[CH3:28])[C:19]2[CH:24]=[CH:23][C:22]([F:25])=[CH:21][CH:20]=2)[C:14](=[O:34])[N:13]1[C:35]1[CH:40]=[CH:39][CH:38]=[CH:37][CH:36]=1)(=[O:3])[CH3:2]. (4) Given the reactants [Li+].[OH-].[Cl:3][C:4]1[CH:5]=[C:6]([C:11]2([C:26]([F:29])([F:28])[F:27])[O:15][N:14]=[C:13]([C:16]3[O:20][C:19]([CH3:21])=[C:18]([C:22]([O:24]C)=[O:23])[CH:17]=3)[CH2:12]2)[CH:7]=[C:8]([Cl:10])[CH:9]=1.Cl, predict the reaction product. The product is: [Cl:10][C:8]1[CH:7]=[C:6]([C:11]2([C:26]([F:27])([F:29])[F:28])[O:15][N:14]=[C:13]([C:16]3[O:20][C:19]([CH3:21])=[C:18]([C:22]([OH:24])=[O:23])[CH:17]=3)[CH2:12]2)[CH:5]=[C:4]([Cl:3])[CH:9]=1. (5) The product is: [CH2:15]([C:14]1[C:19]([CH3:20])=[C:3]([C:1]#[N:2])[C:4]2[N:8]([N:7]=[C:6]([CH3:9])[N:5]=2)[C:13]=1[OH:12])[CH2:16][CH2:17][CH3:18]. Given the reactants [C:1]([CH2:3][C:4]1[NH:8][N:7]=[C:6]([CH3:9])[N:5]=1)#[N:2].C([O:12][C:13](=O)[CH:14]([C:19](=O)[CH3:20])[CH2:15][CH2:16][CH2:17][CH3:18])C.C([O-])(=O)C.[NH4+], predict the reaction product. (6) Given the reactants C[C:2]1[N:3]([C:19]([O:21][C:22]([CH3:25])([CH3:24])[CH3:23])=[O:20])[C@H:4](C2C=CC=CC=2)[C@H:5](C2C=CC=CC=2)[N:6]=1.C([Li])CCC.CCCCCC.C(=O)C1C=CC=CC=1.[Cl-].[NH4+], predict the reaction product. The product is: [N:3]1([C:19]([O:21][C:22]([CH3:25])([CH3:24])[CH3:23])=[O:20])[CH2:4][CH2:5][N:6]=[CH:2]1. (7) Given the reactants Cl.Cl.[N:3]1([CH2:9][CH2:10][CH2:11][N:12]2[C:18](=[O:19])[CH2:17][CH2:16][NH:15][CH2:14][CH2:13]2)[CH2:8][CH2:7][CH2:6][CH2:5][CH2:4]1.[Cl:20][C:21]1[CH:22]=[C:23]([CH:29]=[CH:30][C:31]=1[F:32])/[CH:24]=[CH:25]/[C:26](O)=[O:27].CCN(CC)CC.C1(N=C=NC2CCCCC2)CCCCC1, predict the reaction product. The product is: [Cl:20][C:21]1[CH:22]=[C:23](/[CH:24]=[CH:25]/[C:26]([N:15]2[CH2:16][CH2:17][C:18](=[O:19])[N:12]([CH2:11][CH2:10][CH2:9][N:3]3[CH2:4][CH2:5][CH2:6][CH2:7][CH2:8]3)[CH2:13][CH2:14]2)=[O:27])[CH:29]=[CH:30][C:31]=1[F:32]. (8) Given the reactants [O:1]=[C:2]([C:7]1[CH:12]=[C:11]([F:13])[C:10]([F:14])=[C:9]([F:15])[C:8]=1[F:16])[CH2:3][C:4]([O-])=O.CC(OC(C)=O)=O.[CH:24]([O:31]CC)([O:28][CH2:29][CH3:30])OCC.[NH2:34][C:35]1([CH2:39][CH2:40][OH:41])[CH2:38][CH2:37][CH2:36]1, predict the reaction product. The product is: [OH:41][CH2:40][CH2:39][C:35]1([NH:34][CH:4]=[C:3]([C:2](=[O:1])[C:7]2[CH:12]=[C:11]([F:13])[C:10]([F:14])=[C:9]([F:15])[C:8]=2[F:16])[C:24]([O:28][CH2:29][CH3:30])=[O:31])[CH2:38][CH2:37][CH2:36]1. (9) Given the reactants O[CH2:2][CH2:3][C:4]1[CH:9]=[CH:8][CH:7]=[CH:6][C:5]=1[CH:10]1[CH2:15][CH2:14][N:13](C(OC(C)(C)C)=O)[CH2:12][CH2:11]1.[ClH:23].CC[O:26]C(C)=O, predict the reaction product. The product is: [ClH:23].[NH:13]1[CH2:14][CH2:15][CH:10]([C:5]2[CH:6]=[CH:7][CH:8]=[CH:9][C:4]=2[CH:3]([OH:26])[CH3:2])[CH2:11][CH2:12]1.